From a dataset of Peptide-MHC class I binding affinity with 185,985 pairs from IEDB/IMGT. Regression. Given a peptide amino acid sequence and an MHC pseudo amino acid sequence, predict their binding affinity value. This is MHC class I binding data. (1) The peptide sequence is APRRRDEEL. The MHC is HLA-A02:16 with pseudo-sequence HLA-A02:16. The binding affinity (normalized) is 0.0847. (2) The peptide sequence is IVNNQESNK. The MHC is HLA-A11:01 with pseudo-sequence HLA-A11:01. The binding affinity (normalized) is 0.539. (3) The peptide sequence is RRQRKRRWRRR. The MHC is Mamu-B08 with pseudo-sequence Mamu-B08. The binding affinity (normalized) is 0.656. (4) The peptide sequence is HVTRGAVLTY. The MHC is HLA-B15:01 with pseudo-sequence HLA-B15:01. The binding affinity (normalized) is 0.580. (5) The peptide sequence is LRLIHLLHQ. The MHC is Mamu-B08 with pseudo-sequence Mamu-B08. The binding affinity (normalized) is 0.313.